Dataset: Peptide-MHC class II binding affinity with 134,281 pairs from IEDB. Task: Regression. Given a peptide amino acid sequence and an MHC pseudo amino acid sequence, predict their binding affinity value. This is MHC class II binding data. (1) The peptide sequence is NHIPGYKVQTNGPWM. The MHC is DRB1_1301 with pseudo-sequence DRB1_1301. The binding affinity (normalized) is 0.348. (2) The peptide sequence is INEPTAAAIAYGLDP. The MHC is HLA-DQA10501-DQB10301 with pseudo-sequence HLA-DQA10501-DQB10301. The binding affinity (normalized) is 0.625. (3) The peptide sequence is NITDIEKEPSLATVK. The MHC is DRB1_0101 with pseudo-sequence DRB1_0101. The binding affinity (normalized) is 0.696. (4) The peptide sequence is EKKYFAATQFEALAA. The MHC is HLA-DPA10301-DPB10402 with pseudo-sequence HLA-DPA10301-DPB10402. The binding affinity (normalized) is 1.00.